This data is from Forward reaction prediction with 1.9M reactions from USPTO patents (1976-2016). The task is: Predict the product of the given reaction. Given the reactants [CH3:1][C:2]1[CH:7]=[CH:6][C:5]([C:8]([CH3:13])([CH3:12])[CH2:9][CH2:10][CH3:11])=[CH:4][CH:3]=1.C1C(=O)N([Br:21])C(=O)C1.C(=O)([O-])O.[Na+], predict the reaction product. The product is: [CH3:13][C:8]([C:5]1[CH:6]=[CH:7][C:2]([CH2:1][Br:21])=[CH:3][CH:4]=1)([CH3:12])[CH2:9][CH2:10][CH3:11].